From a dataset of Reaction yield outcomes from USPTO patents with 853,638 reactions. Predict the reaction yield, written as a fraction of the theoretical maximum amount of product (1.0 means a 100% yield; for example, 0.34 means a 34% yield). The yield is 0.770. The catalyst is C(O)C. The product is [F:1][C:2]1[CH:3]=[CH:4][CH:5]=[C:6]2[C:10]=1[NH:9][C:8](=[O:11])[C:7]2=[N:14][OH:15]. The reactants are [F:1][C:2]1[CH:3]=[CH:4][CH:5]=[C:6]2[C:10]=1[NH:9][C:8](=[O:11])[C:7]2=O.Cl.[NH2:14][OH:15].O.